Dataset: Reaction yield outcomes from USPTO patents with 853,638 reactions. Task: Predict the reaction yield, written as a fraction of the theoretical maximum amount of product (1.0 means a 100% yield; for example, 0.34 means a 34% yield). (1) The reactants are Cl[C:2]1[C:7]([NH2:8])=[CH:6][CH:5]=[CH:4][N:3]=1.[N+:9]([C:12]1[CH:13]=[C:14]([CH:18]=[CH:19][CH:20]=1)[C:15](Cl)=[O:16])([O-:11])=[O:10].C(O)(=O)C. The catalyst is N1C=CC=CC=1.CCOC(C)=O. The product is [N+:9]([C:12]1[CH:13]=[C:14]([C:15]2[O:16][C:2]3[C:7]([N:8]=2)=[CH:6][CH:5]=[CH:4][N:3]=3)[CH:18]=[CH:19][CH:20]=1)([O-:11])=[O:10]. The yield is 0.350. (2) The reactants are [CH2:1]([C:4]1[CH:10]=[CH:9][C:7]([NH2:8])=[CH:6][C:5]=1[N+:11]([O-:13])=[O:12])[CH2:2][CH3:3].[CH3:14][C:15]([O:18][C:19](O[C:19]([O:18][C:15]([CH3:17])([CH3:16])[CH3:14])=[O:20])=[O:20])([CH3:17])[CH3:16]. The catalyst is N1C=CC=CC=1.C(Cl)Cl. The product is [C:15]([O:18][C:19](=[O:20])[NH:8][C:7]1[CH:9]=[CH:10][C:4]([CH2:1][CH2:2][CH3:3])=[C:5]([N+:11]([O-:13])=[O:12])[CH:6]=1)([CH3:17])([CH3:16])[CH3:14]. The yield is 0.870. (3) The reactants are [Cl:1][C:2]1[CH:3]=[C:4]([N:8]2[N:12]=[N:11][C:10]([CH:13]([OH:22])C(C3C=CC=CC=3)O)=[N:9]2)[CH:5]=[CH:6][CH:7]=1.C(=O)([O-])[O-].[K+].[K+].C([O-])(=O)C.[Pb+4].C([O-])(=O)C.C([O-])(=O)C.C([O-])(=O)C. The catalyst is C1(C)C=CC=CC=1. The product is [Cl:1][C:2]1[CH:3]=[C:4]([N:8]2[N:12]=[N:11][C:10]([CH:13]=[O:22])=[N:9]2)[CH:5]=[CH:6][CH:7]=1. The yield is 0.680. (4) The reactants are C(OC([N:8]1[CH2:13][CH2:12][CH:11]([CH2:14][CH2:15][O:16][C:17]2[CH:22]=[CH:21][C:20]([N:23]3[C:27]([NH:28][C:29]([NH:31][C:32]4[CH:37]=[CH:36][C:35]([O:38][C:39]5[CH:40]=[N:41][CH:42]=[CH:43][CH:44]=5)=[CH:34][CH:33]=4)=[O:30])=[CH:26][C:25]([C:45]([CH3:48])([CH3:47])[CH3:46])=[N:24]3)=[CH:19][CH:18]=2)[CH2:10][CH2:9]1)=O)(C)(C)C.FC(F)(F)C(O)=O. The catalyst is C(Cl)Cl. The product is [C:45]([C:25]1[CH:26]=[C:27]([NH:28][C:29]([NH:31][C:32]2[CH:33]=[CH:34][C:35]([O:38][C:39]3[CH:40]=[N:41][CH:42]=[CH:43][CH:44]=3)=[CH:36][CH:37]=2)=[O:30])[N:23]([C:20]2[CH:21]=[CH:22][C:17]([O:16][CH2:15][CH2:14][CH:11]3[CH2:12][CH2:13][NH:8][CH2:9][CH2:10]3)=[CH:18][CH:19]=2)[N:24]=1)([CH3:48])([CH3:46])[CH3:47]. The yield is 0.260. (5) The reactants are [C:1]([C:5]1[CH:6]=[C:7]2[C:12](=[C:13]([F:15])[CH:14]=1)[C:11](=[O:16])[N:10]([C:17]1[N:24]=[CH:23][CH:22]=[C:21]([C:25]3[CH:30]=[C:29]([NH:31][C:32]4[CH:37]=[CH:36][C:35]([C:38]([N:40]5[CH2:45][CH2:44][O:43][CH2:42][C@@H:41]5[CH3:46])=[O:39])=[CH:34][N:33]=4)[C:28](=[O:47])[N:27]([CH3:48])[CH:26]=3)[C:18]=1[CH:19]=[O:20])[N:9]=[CH:8]2)([CH3:4])([CH3:3])[CH3:2].[BH4-].[Na+]. The catalyst is CO.ClCCl. The product is [C:1]([C:5]1[CH:6]=[C:7]2[C:12](=[C:13]([F:15])[CH:14]=1)[C:11](=[O:16])[N:10]([C:17]1[C:18]([CH2:19][OH:20])=[C:21]([C:25]3[CH:30]=[C:29]([NH:31][C:32]4[CH:37]=[CH:36][C:35]([C:38]([N:40]5[CH2:45][CH2:44][O:43][CH2:42][C@@H:41]5[CH3:46])=[O:39])=[CH:34][N:33]=4)[C:28](=[O:47])[N:27]([CH3:48])[CH:26]=3)[CH:22]=[CH:23][N:24]=1)[N:9]=[CH:8]2)([CH3:3])([CH3:2])[CH3:4]. The yield is 0.280. (6) The catalyst is CN(C=O)C. The yield is 0.240. The reactants are [CH3:1][C:2]1[N:3]=[N:4][NH:5][CH:6]=1.OP([O-])([O-])=O.[K+].[K+].[F:14][C:15]1[CH:16]=[C:17]([N+:22]([O-:24])=[O:23])[CH:18]=[CH:19][C:20]=1F. The product is [F:14][C:15]1[CH:16]=[C:17]([N+:22]([O-:24])=[O:23])[CH:18]=[CH:19][C:20]=1[N:5]1[CH:6]=[C:2]([CH3:1])[N:3]=[N:4]1. (7) The yield is 0.840. The product is [CH2:9]([O:8][C:6](=[O:7])[C:5]([CH2:26][CH2:27][CH2:28][CH2:29][C:30]([CH3:39])([CH3:40])[CH2:31][OH:32])([CH2:11][CH2:12][CH2:13][CH2:14][C:15]([CH3:24])([CH3:25])[CH2:16][OH:17])[C:4]([O:3][CH2:1][CH3:2])=[O:41])[CH3:10]. The catalyst is O. The reactants are [CH2:1]([O:3][C:4](=[O:41])[C:5]([CH2:26][CH2:27][CH2:28][CH2:29][C:30]([CH3:40])([CH3:39])[CH2:31][O:32]C1CCCCO1)([CH2:11][CH2:12][CH2:13][CH2:14][C:15]([CH3:25])([CH3:24])[CH2:16][O:17]C1CCCCO1)[C:6]([O:8][CH2:9][CH3:10])=[O:7])[CH3:2].Cl.C(O)C. (8) The reactants are [NH2:1][C:2]1[CH:3]=[C:4]2[C:9](=[CH:10][CH:11]=1)[N:8]=[CH:7][C:6]([C:12]#[N:13])=[C:5]2[NH:14][C:15]1[CH:20]=[CH:19][C:18]([F:21])=[C:17]([Cl:22])[CH:16]=1.[NH:23]1[CH:27]=[CH:26][N:25]=[C:24]1[CH:28]=O.[BH3-]C#N.[Na+]. The catalyst is CCO. The product is [Cl:22][C:17]1[CH:16]=[C:15]([NH:14][C:5]2[C:4]3[C:9](=[CH:10][CH:11]=[C:2]([NH:1][CH2:28][C:24]4[NH:23][CH:27]=[CH:26][N:25]=4)[CH:3]=3)[N:8]=[CH:7][C:6]=2[C:12]#[N:13])[CH:20]=[CH:19][C:18]=1[F:21]. The yield is 0.550. (9) The reactants are [N:1]1([C:7]([O:9][C:10]([CH3:13])([CH3:12])[CH3:11])=[O:8])[CH2:6][CH2:5][NH:4][CH2:3][CH2:2]1.Cl[C:15]1[N:20]=[CH:19][C:18]([F:21])=[CH:17][N:16]=1.CCN(C(C)C)C(C)C. The catalyst is CC(O)C.C(OCC)(=O)C. The product is [F:21][C:18]1[CH:17]=[N:16][C:15]([N:4]2[CH2:5][CH2:6][N:1]([C:7]([O:9][C:10]([CH3:13])([CH3:12])[CH3:11])=[O:8])[CH2:2][CH2:3]2)=[N:20][CH:19]=1. The yield is 0.800.